Dataset: Reaction yield outcomes from USPTO patents with 853,638 reactions. Task: Predict the reaction yield, written as a fraction of the theoretical maximum amount of product (1.0 means a 100% yield; for example, 0.34 means a 34% yield). The reactants are [OH:1][C:2]1[CH:11]=[C:10]2[C:5]([C:6](=O)[CH2:7][C:8]([CH3:13])([CH3:12])[O:9]2)=[CH:4][CH:3]=1.C([O-])(=O)C.[Na+].[CH3:20][O:21][NH2:22].Cl. The catalyst is CO. The product is [CH3:20][O:21][N:22]=[C:6]1[C:5]2[C:10](=[CH:11][C:2]([OH:1])=[CH:3][CH:4]=2)[O:9][C:8]([CH3:13])([CH3:12])[CH2:7]1. The yield is 0.950.